From a dataset of Tyrosyl-DNA phosphodiesterase HTS with 341,365 compounds. Binary Classification. Given a drug SMILES string, predict its activity (active/inactive) in a high-throughput screening assay against a specified biological target. The molecule is Fc1ccc(C2N(CCN(CC)CC)C(=O)c3oc4c(c(=O)c23)cccc4)cc1. The result is 0 (inactive).